From a dataset of NCI-60 drug combinations with 297,098 pairs across 59 cell lines. Regression. Given two drug SMILES strings and cell line genomic features, predict the synergy score measuring deviation from expected non-interaction effect. (1) Drug 1: CC12CCC(CC1=CCC3C2CCC4(C3CC=C4C5=CN=CC=C5)C)O. Drug 2: C1=CC(=C2C(=C1NCCNCCO)C(=O)C3=C(C=CC(=C3C2=O)O)O)NCCNCCO. Cell line: IGROV1. Synergy scores: CSS=49.2, Synergy_ZIP=7.78, Synergy_Bliss=7.59, Synergy_Loewe=-22.9, Synergy_HSA=9.64. (2) Drug 1: CC1=C(C=C(C=C1)NC2=NC=CC(=N2)N(C)C3=CC4=NN(C(=C4C=C3)C)C)S(=O)(=O)N.Cl. Drug 2: CC1CCC2CC(C(=CC=CC=CC(CC(C(=O)C(C(C(=CC(C(=O)CC(OC(=O)C3CCCCN3C(=O)C(=O)C1(O2)O)C(C)CC4CCC(C(C4)OC)O)C)C)O)OC)C)C)C)OC. Cell line: OVCAR-5. Synergy scores: CSS=9.34, Synergy_ZIP=0.110, Synergy_Bliss=-2.01, Synergy_Loewe=-17.6, Synergy_HSA=-3.70. (3) Drug 1: CC1=CC2C(CCC3(C2CCC3(C(=O)C)OC(=O)C)C)C4(C1=CC(=O)CC4)C. Drug 2: C(=O)(N)NO. Cell line: NCI-H322M. Synergy scores: CSS=-8.54, Synergy_ZIP=8.53, Synergy_Bliss=-1.21, Synergy_Loewe=-5.87, Synergy_HSA=-5.83. (4) Drug 1: C1=CN(C(=O)N=C1N)C2C(C(C(O2)CO)O)O.Cl. Drug 2: COC1=NC(=NC2=C1N=CN2C3C(C(C(O3)CO)O)O)N. Cell line: HOP-62. Synergy scores: CSS=19.7, Synergy_ZIP=-3.21, Synergy_Bliss=-0.655, Synergy_Loewe=-4.09, Synergy_HSA=-0.461. (5) Drug 1: CC(C1=C(C=CC(=C1Cl)F)Cl)OC2=C(N=CC(=C2)C3=CN(N=C3)C4CCNCC4)N. Drug 2: CCN(CC)CCCC(C)NC1=C2C=C(C=CC2=NC3=C1C=CC(=C3)Cl)OC. Cell line: EKVX. Synergy scores: CSS=36.4, Synergy_ZIP=-3.93, Synergy_Bliss=2.75, Synergy_Loewe=3.38, Synergy_HSA=4.43. (6) Drug 1: CC(C)NC(=O)C1=CC=C(C=C1)CNNC.Cl. Drug 2: C(CCl)NC(=O)N(CCCl)N=O. Cell line: SN12C. Synergy scores: CSS=6.58, Synergy_ZIP=-1.32, Synergy_Bliss=1.59, Synergy_Loewe=5.90, Synergy_HSA=2.13. (7) Drug 1: CC1=CC=C(C=C1)C2=CC(=NN2C3=CC=C(C=C3)S(=O)(=O)N)C(F)(F)F. Drug 2: C1C(C(OC1N2C=NC3=C(N=C(N=C32)Cl)N)CO)O. Cell line: SF-539. Synergy scores: CSS=16.1, Synergy_ZIP=-8.64, Synergy_Bliss=-7.82, Synergy_Loewe=-5.44, Synergy_HSA=-2.45. (8) Drug 1: CC=C1C(=O)NC(C(=O)OC2CC(=O)NC(C(=O)NC(CSSCCC=C2)C(=O)N1)C(C)C)C(C)C. Drug 2: CN(CCCl)CCCl.Cl. Cell line: SF-295. Synergy scores: CSS=36.8, Synergy_ZIP=3.30, Synergy_Bliss=6.02, Synergy_Loewe=-10.5, Synergy_HSA=5.49. (9) Drug 1: CN(C)C1=NC(=NC(=N1)N(C)C)N(C)C. Drug 2: C1=NC2=C(N=C(N=C2N1C3C(C(C(O3)CO)O)F)Cl)N. Cell line: OVCAR-5. Synergy scores: CSS=3.98, Synergy_ZIP=-2.90, Synergy_Bliss=2.32, Synergy_Loewe=-21.6, Synergy_HSA=-1.05. (10) Drug 1: CC1=C2C(C(=O)C3(C(CC4C(C3C(C(C2(C)C)(CC1OC(=O)C(C(C5=CC=CC=C5)NC(=O)C6=CC=CC=C6)O)O)OC(=O)C7=CC=CC=C7)(CO4)OC(=O)C)O)C)OC(=O)C. Drug 2: N.N.Cl[Pt+2]Cl. Cell line: UACC-257. Synergy scores: CSS=26.7, Synergy_ZIP=-11.6, Synergy_Bliss=-5.07, Synergy_Loewe=-11.3, Synergy_HSA=-1.76.